From a dataset of Reaction yield outcomes from USPTO patents with 853,638 reactions. Predict the reaction yield, written as a fraction of the theoretical maximum amount of product (1.0 means a 100% yield; for example, 0.34 means a 34% yield). (1) The reactants are [CH2:1]([O:3][C:4]1[CH:5]=[C:6]([C:20]2[CH:25]=[CH:24][C:23]([CH2:26][C:27]([NH:29][C:30]3[N:34]([CH3:35])[N:33]=[C:32]([C:36]([CH3:42])([CH3:41])[C:37]([F:40])([F:39])[F:38])[CH:31]=3)=[O:28])=[C:22]([F:43])[CH:21]=2)[CH:7]=[N:8][C:9]=1[O:10]CC1C=CC(OC)=CC=1)[CH3:2].C(Cl)[Cl:45]. The catalyst is C(O)(C(F)(F)F)=O. The product is [ClH:45].[CH2:1]([O:3][C:4]1[C:9](=[O:10])[NH:8][CH:7]=[C:6]([C:20]2[CH:25]=[CH:24][C:23]([CH2:26][C:27]([NH:29][C:30]3[N:34]([CH3:35])[N:33]=[C:32]([C:36]([CH3:42])([CH3:41])[C:37]([F:39])([F:40])[F:38])[CH:31]=3)=[O:28])=[C:22]([F:43])[CH:21]=2)[CH:5]=1)[CH3:2]. The yield is 0.639. (2) The reactants are Cl[C:2]1[S:6][C:5](=[N:7][C:8](=[O:10])[CH3:9])[N:4]([CH2:11][CH2:12][O:13][CH3:14])[CH:3]=1.[F:15][C:16]1[CH:21]=[C:20]([F:22])[CH:19]=[CH:18][C:17]=1B(O)O.C([O-])([O-])=O.[Na+].[Na+]. The catalyst is COCCOC.O.C(O)C.C(OCC)(=O)C.Cl[Pd](Cl)([P](C1C=CC=CC=1)(C1C=CC=CC=1)C1C=CC=CC=1)[P](C1C=CC=CC=1)(C1C=CC=CC=1)C1C=CC=CC=1. The product is [F:15][C:16]1[CH:21]=[C:20]([F:22])[CH:19]=[CH:18][C:17]=1[C:2]1[S:6][C:5](=[N:7][C:8](=[O:10])[CH3:9])[N:4]([CH2:11][CH2:12][O:13][CH3:14])[CH:3]=1. The yield is 0.860. (3) The reactants are [N:1]1[CH:6]=[CH:5][C:4]([CH2:7][CH2:8][CH2:9][N:10]2C(=O)C3=CC=CC=C3C2=O)=[CH:3][CH:2]=1.O.NN. The catalyst is CO. The product is [NH2:10][CH2:9][CH2:8][CH2:7][C:4]1[CH:5]=[CH:6][N:1]=[CH:2][CH:3]=1. The yield is 0.600. (4) The reactants are Cl.Cl[CH2:3][C:4]1[C:5]([NH:14][CH3:15])=[CH:6][C:7]([N:10]([O:12][CH3:13])[CH3:11])=[N:8][CH:9]=1.[F:16][C:17]1[CH:23]=[CH:22][C:20]([NH2:21])=[CH:19][C:18]=1[N+:24]([O-:26])=[O:25]. The catalyst is N1C=CC=CC=1. The product is [F:16][C:17]1[CH:23]=[CH:22][C:20]([NH:21][CH2:3][C:4]2[C:5]([NH:14][CH3:15])=[CH:6][C:7]([N:10]([O:12][CH3:13])[CH3:11])=[N:8][CH:9]=2)=[CH:19][C:18]=1[N+:24]([O-:26])=[O:25]. The yield is 0.600. (5) The product is [CH3:1][CH:2]1[CH2:7][CH2:6][CH2:5][CH:4]([CH3:8])[N:3]1[Si:10]([CH3:13])([CH3:12])[CH3:11]. The yield is 0.750. The catalyst is CCCCCC. The reactants are [CH3:1][CH:2]1[CH2:7][CH2:6][CH2:5][CH:4]([CH3:8])[NH:3]1.Cl[Si:10]([CH3:13])([CH3:12])[CH3:11]. (6) The reactants are [CH3:1][O:2][C:3](=[O:12])[C:4]1[CH:9]=[CH:8][C:7]([CH2:10][OH:11])=[CH:6][CH:5]=1.B(F)(F)F.[CH3:17][CH2:18][O:19]CC.C(OCC)(=O)C. The yield is 0.160. The product is [CH3:1][O:2][C:3](=[O:12])[C:4]1[CH:9]=[CH:8][C:7]([CH2:10][O:11][CH2:17][CH2:18][OH:19])=[CH:6][CH:5]=1. The catalyst is ClCCl. (7) The reactants are [CH3:1][O:2][C:3]([C:5]1[C:13]([NH:14][C:15]2[CH:20]=[CH:19][C:18]([Br:21])=[CH:17][C:16]=2[Cl:22])=[C:12]([F:23])[C:8]2[N:9]=[CH:10][NH:11][C:7]=2[CH:6]=1)=[O:4].C([O-])([O-])=O.[K+].[K+].[CH:30]([S:32]([CH3:35])(=[O:34])=[O:33])=[CH2:31]. The catalyst is CN(C=O)C.C(OCC)(=O)C.O. The product is [CH3:1][O:2][C:3]([C:5]1[C:13]([NH:14][C:15]2[CH:20]=[CH:19][C:18]([Br:21])=[CH:17][C:16]=2[Cl:22])=[C:12]([F:23])[C:8]2[N:9]=[CH:10][N:11]([CH2:31][CH2:30][S:32]([CH3:35])(=[O:34])=[O:33])[C:7]=2[CH:6]=1)=[O:4]. The yield is 0.590.